This data is from Full USPTO retrosynthesis dataset with 1.9M reactions from patents (1976-2016). The task is: Predict the reactants needed to synthesize the given product. (1) Given the product [CH2:9]=[CH:10][C:11]1[CH:16]=[CH:15][CH:14]=[CH:13][CH:12]=1.[CH2:22]=[CH:23][C:24](=[CH2:25])[CH3:26].[CH2:9]=[CH:10][C:11]1[CH:16]=[CH:15][CH:14]=[CH:13][CH:12]=1, predict the reactants needed to synthesize it. The reactants are: CN(C)CCN(C)C.[CH2:9]=[CH:10][C:11]1[CH:16]=[CH:15][CH:14]=[CH:13][CH:12]=1.C([Li])CCC.[CH2:22]=[CH:23][C:24](=[CH2:26])[CH3:25].Cl[Si](Cl)(Cl)Cl. (2) The reactants are: Cl[C:2]1[N:7]=[CH:6][C:5]([S:8]([NH:11][C:12]2[CH:17]=[C:16]([C:18]([N:20]3[CH2:25][CH2:24][CH:23]([C:26]4[CH:31]=[CH:30][C:29]([C:32]#[N:33])=[CH:28][CH:27]=4)[CH2:22][CH2:21]3)=[O:19])[CH:15]=[CH:14][C:13]=2[CH3:34])(=[O:10])=[O:9])=[CH:4][CH:3]=1.[H][H].C(N(CC)CC)C. Given the product [C:32]([C:29]1[CH:30]=[CH:31][C:26]([CH:23]2[CH2:22][CH2:21][N:20]([C:18]([C:16]3[CH:15]=[CH:14][C:13]([CH3:34])=[C:12]([NH:11][S:8]([C:5]4[CH:6]=[N:7][CH:2]=[CH:3][CH:4]=4)(=[O:9])=[O:10])[CH:17]=3)=[O:19])[CH2:25][CH2:24]2)=[CH:27][CH:28]=1)#[N:33], predict the reactants needed to synthesize it.